This data is from Tyrosyl-DNA phosphodiesterase HTS with 341,365 compounds. The task is: Binary Classification. Given a drug SMILES string, predict its activity (active/inactive) in a high-throughput screening assay against a specified biological target. (1) The result is 0 (inactive). The drug is S(c1cc2OCCOc2cc1)CC(=O)N(CC(=O)Nc1cc(OC)ccc1)C. (2) The molecule is Fc1c(cccc1)/C=N\NC(=O)c1cc(NC(=O)C)ccc1. The result is 0 (inactive).